The task is: Regression. Given a peptide amino acid sequence and an MHC pseudo amino acid sequence, predict their binding affinity value. This is MHC class II binding data.. This data is from Peptide-MHC class II binding affinity with 134,281 pairs from IEDB. The peptide sequence is SVGSLGRYKDEKDVT. The MHC is DRB1_0401 with pseudo-sequence DRB1_0401. The binding affinity (normalized) is 0.343.